From a dataset of Reaction yield outcomes from USPTO patents with 853,638 reactions. Predict the reaction yield, written as a fraction of the theoretical maximum amount of product (1.0 means a 100% yield; for example, 0.34 means a 34% yield). (1) The reactants are C(OC(=O)[NH:10][C:11]1([CH3:21])[CH2:20][CH2:19][C:14]2([O:18][CH2:17][CH2:16][O:15]2)[CH2:13][CH2:12]1)C1C=CC=CC=1. The catalyst is CO.[Pd]. The product is [CH3:21][C:11]1([NH2:10])[CH2:20][CH2:19][C:14]2([O:15][CH2:16][CH2:17][O:18]2)[CH2:13][CH2:12]1. The yield is 1.00. (2) The reactants are [F:1][C:2]1[CH:11]=[C:10]([NH:12][S:13]([C:16]2[CH:21]=[CH:20][C:19](I)=[CH:18][CH:17]=2)(=[O:15])=[O:14])[CH:9]=[C:8]([F:23])[C:3]=1[C:4]([O:6][CH3:7])=[O:5].[NH:24]1[CH:28]=[CH:27][N:26]=[N:25]1.P([O-])([O-])([O-])=O.[K+].[K+].[K+].CN[C@@H]1CCCC[C@H]1NC. The product is [F:1][C:2]1[CH:11]=[C:10]([NH:12][S:13]([C:16]2[CH:21]=[CH:20][C:19]([N:24]3[CH:28]=[CH:27][N:26]=[N:25]3)=[CH:18][CH:17]=2)(=[O:15])=[O:14])[CH:9]=[C:8]([F:23])[C:3]=1[C:4]([O:6][CH3:7])=[O:5].[F:1][C:2]1[CH:11]=[C:10]([NH:12][S:13]([C:16]2[CH:21]=[CH:20][C:19]([N:25]3[N:26]=[CH:27][CH:28]=[N:24]3)=[CH:18][CH:17]=2)(=[O:15])=[O:14])[CH:9]=[C:8]([F:23])[C:3]=1[C:4]([O:6][CH3:7])=[O:5]. The catalyst is CN1CCCC1=O.O.[Cu]I. The yield is 0.170. (3) The reactants are [F:1][C:2]([F:19])([F:18])[C:3]1[CH:4]=[C:5]([C:9]2[CH:17]=[CH:16][CH:15]=[C:14]3[C:10]=2[CH:11]=[CH:12][NH:13]3)[CH:6]=[CH:7][CH:8]=1.[Br-].[Br-].[Br-].[NH+]1C=CC=CC=1.[NH+]1C=CC=CC=1.[NH+]1C=CC=CC=1.C(O)(=[O:43])C. The product is [F:19][C:2]([F:1])([F:18])[C:3]1[CH:4]=[C:5]([C:9]2[CH:17]=[CH:16][CH:15]=[C:14]3[C:10]=2[CH2:11][C:12](=[O:43])[NH:13]3)[CH:6]=[CH:7][CH:8]=1. The catalyst is CC(O)(C)C.C(O)C.C(O)(=O)C.[Zn]. The yield is 0.580. (4) The reactants are C([Mg]Br)(C)C.[OH:6][C@@H:7]1[CH2:12][CH2:11][C@H:10]([NH:13][CH2:14][CH2:15][C:16]2([C:29](OCC)=[O:30])[CH2:21][CH2:20][CH2:19][N:18]([C:22]([O:24][C:25]([CH3:28])([CH3:27])[CH3:26])=[O:23])[CH2:17]2)[CH2:9][CH2:8]1. The catalyst is O. The product is [OH:6][C@@H:7]1[CH2:12][CH2:11][C@H:10]([N:13]2[CH2:14][CH2:15][C:16]3([CH2:21][CH2:20][CH2:19][N:18]([C:22]([O:24][C:25]([CH3:27])([CH3:26])[CH3:28])=[O:23])[CH2:17]3)[C:29]2=[O:30])[CH2:9][CH2:8]1. The yield is 0.850. (5) The reactants are [NH:1]1[CH2:6][CH2:5][CH:4]([CH2:7][O:8][C:9]2[C:10]([NH2:15])=[N:11][CH:12]=[N:13][CH:14]=2)[CH2:3][CH2:2]1.[Cl:16][C:17]1[N:22]=[C:21](Cl)[N:20]=[C:19]([O:24][CH2:25][CH:26]2[CH2:28][C:27]2([F:30])[F:29])[N:18]=1.CCN(C(C)C)C(C)C.C(Cl)Cl.CO. The catalyst is C1COCC1. The product is [Cl:16][C:17]1[N:18]=[C:19]([O:24][CH2:25][CH:26]2[CH2:28][C:27]2([F:30])[F:29])[N:20]=[C:21]([N:1]2[CH2:6][CH2:5][CH:4]([CH2:7][O:8][C:9]3[C:10]([NH2:15])=[N:11][CH:12]=[N:13][CH:14]=3)[CH2:3][CH2:2]2)[N:22]=1. The yield is 0.420. (6) The reactants are [Br:1][C:2]1[CH:3]=[C:4](B2OC(C)(C)C(C)(C)O2)[CH:5]=[C:6]([O:8][CH3:9])[CH:7]=1.I[C:20]1[C:28]2[C:23](=[N:24][CH:25]=[N:26][C:27]=2[NH2:29])[N:22]([CH:30]([CH3:32])[CH3:31])[N:21]=1.C([O-])([O-])=O.[Na+].[Na+]. The catalyst is CCO.COCCOC.C1C=CC([P]([Pd]([P](C2C=CC=CC=2)(C2C=CC=CC=2)C2C=CC=CC=2)([P](C2C=CC=CC=2)(C2C=CC=CC=2)C2C=CC=CC=2)[P](C2C=CC=CC=2)(C2C=CC=CC=2)C2C=CC=CC=2)(C2C=CC=CC=2)C2C=CC=CC=2)=CC=1. The product is [Br:1][C:2]1[CH:3]=[C:4]([C:20]2[C:28]3[C:23](=[N:24][CH:25]=[N:26][C:27]=3[NH2:29])[N:22]([CH:30]([CH3:32])[CH3:31])[N:21]=2)[CH:5]=[C:6]([O:8][CH3:9])[CH:7]=1. The yield is 0.360.